This data is from Catalyst prediction with 721,799 reactions and 888 catalyst types from USPTO. The task is: Predict which catalyst facilitates the given reaction. (1) Reactant: [NH:1]1[C:9]2[C:4](=[CH:5][CH:6]=[CH:7][CH:8]=2)[C:3]([C:10](=[N:12]O)[CH3:11])=[CH:2]1.C(O)(=O)C.[H][H]. Product: [NH:1]1[C:9]2[C:4](=[CH:5][CH:6]=[CH:7][CH:8]=2)[C:3]([CH:10]([NH2:12])[CH3:11])=[CH:2]1. The catalyst class is: 178. (2) Reactant: [CH3:1][O:2][C:3]1[CH:4]=[C:5]([CH:19]=[CH:20][C:21]=1[O:22][CH3:23])[O:6][CH2:7][CH2:8][N:9]1[CH2:16][CH:15]2[NH:17][CH:11]([CH2:12][CH2:13][CH2:14]2)[C:10]1=[O:18].CCN(C(C)C)C(C)C.[S:33]1[C:37]2[CH:38]=[C:39]([S:42](Cl)(=[O:44])=[O:43])[CH:40]=[CH:41][C:36]=2[N:35]=[CH:34]1. Product: [S:33]1[C:37]2[CH:38]=[C:39]([S:42]([N:17]3[CH:15]4[CH2:14][CH2:13][CH2:12][CH:11]3[C:10](=[O:18])[N:9]([CH2:8][CH2:7][O:6][C:5]3[CH:19]=[CH:20][C:21]([O:22][CH3:23])=[C:3]([O:2][CH3:1])[CH:4]=3)[CH2:16]4)(=[O:43])=[O:44])[CH:40]=[CH:41][C:36]=2[N:35]=[CH:34]1. The catalyst class is: 2. (3) Reactant: [I:1][C:2]1[CH:3]=[C:4]([C:11]([OH:13])=[O:12])[CH:5]=[C:6]([CH:10]=1)[C:7]([OH:9])=[O:8].[OH-].[Na+].[CH3:16]C(C)=O.O. Product: [CH3:16][O:12][C:11](=[O:13])[C:4]1[CH:3]=[C:2]([I:1])[CH:10]=[C:6]([C:7]([OH:9])=[O:8])[CH:5]=1. The catalyst class is: 5. (4) Reactant: [Br:1][C:2]1[N:3]=[C:4](Cl)[C:5]2[N:6]([C:8]([CH3:11])=[N:9][N:10]=2)[CH:7]=1.[NH2:13][CH:14]1[CH2:19][CH2:18][N:17]([C:20]([O:22][C:23]([CH3:26])([CH3:25])[CH3:24])=[O:21])[CH2:16][CH2:15]1. Product: [Br:1][C:2]1[N:3]=[C:4]([NH:13][CH:14]2[CH2:15][CH2:16][N:17]([C:20]([O:22][C:23]([CH3:26])([CH3:25])[CH3:24])=[O:21])[CH2:18][CH2:19]2)[C:5]2[N:6]([C:8]([CH3:11])=[N:9][N:10]=2)[CH:7]=1. The catalyst class is: 20.